Dataset: Catalyst prediction with 721,799 reactions and 888 catalyst types from USPTO. Task: Predict which catalyst facilitates the given reaction. The catalyst class is: 2. Reactant: [C:1](Cl)(=[O:3])[CH3:2].[CH2:5]([O:7][C:8](=[O:39])[CH:9]([NH:23][C:24]([C:26]1([NH:31][C:32]([O:34][C:35]([CH3:38])([CH3:37])[CH3:36])=[O:33])[CH2:30][CH2:29][CH2:28][CH2:27]1)=[O:25])[CH2:10][C:11]1[CH:16]=[CH:15][C:14]([CH:17]2[CH2:22][CH2:21][CH2:20][NH:19][CH2:18]2)=[CH:13][CH:12]=1)[CH3:6].CCN(CC)CC. Product: [CH2:5]([O:7][C:8](=[O:39])[CH:9]([NH:23][C:24]([C:26]1([NH:31][C:32]([O:34][C:35]([CH3:38])([CH3:37])[CH3:36])=[O:33])[CH2:27][CH2:28][CH2:29][CH2:30]1)=[O:25])[CH2:10][C:11]1[CH:12]=[CH:13][C:14]([CH:17]2[CH2:22][CH2:21][CH2:20][N:19]([C:1](=[O:3])[CH3:2])[CH2:18]2)=[CH:15][CH:16]=1)[CH3:6].